From a dataset of Full USPTO retrosynthesis dataset with 1.9M reactions from patents (1976-2016). Predict the reactants needed to synthesize the given product. (1) Given the product [ClH:39].[CH3:34][N:35]([CH3:40])[S:36]([N:31]1[CH2:32][CH2:33][CH:28]([C:25]2[N:24]=[C:23]([NH:22][C:10]3[C:9]([O:8][C:7]4[C:2]([CH3:1])=[N:3][CH:4]=[CH:5][CH:6]=4)=[CH:14][C:13]([S:15][C:16]4[CH:21]=[CH:20][CH:19]=[CH:18][N:17]=4)=[CH:12][N:11]=3)[S:27][N:26]=2)[CH2:29][CH2:30]1)(=[O:38])=[O:37], predict the reactants needed to synthesize it. The reactants are: [CH3:1][C:2]1[C:7]([O:8][C:9]2[C:10]([NH:22][C:23]3[S:27][N:26]=[C:25]([CH:28]4[CH2:33][CH2:32][NH:31][CH2:30][CH2:29]4)[N:24]=3)=[N:11][CH:12]=[C:13]([S:15][C:16]3[CH:21]=[CH:20][CH:19]=[CH:18][N:17]=3)[CH:14]=2)=[CH:6][CH:5]=[CH:4][N:3]=1.[CH3:34][N:35]([CH3:40])[S:36]([Cl:39])(=[O:38])=[O:37]. (2) Given the product [C:52]([NH:14][C@H:13]([C:15]1[CH:20]=[CH:19][CH:18]=[C:17]([O:21][CH2:22][C:23]2[CH:28]=[CH:27][CH:26]=[CH:25][CH:24]=2)[CH:16]=1)[C@@H:12]([C:29]1[CH:34]=[CH:33][CH:32]=[C:31]([O:35][CH2:36][C:37]2[CH:42]=[CH:41][CH:40]=[CH:39][CH:38]=2)[CH:30]=1)[NH:11][S:1]([C:4]1[CH:10]=[CH:9][C:7]([CH3:8])=[CH:6][CH:5]=1)(=[O:2])=[O:3])([O:54][C:55]([CH3:58])([CH3:57])[CH3:56])=[O:53], predict the reactants needed to synthesize it. The reactants are: [S:1]([NH:11][C@H:12]([C:29]1[CH:34]=[CH:33][CH:32]=[C:31]([O:35][CH2:36][C:37]2[CH:42]=[CH:41][CH:40]=[CH:39][CH:38]=2)[CH:30]=1)[C@@H:13]([C:15]1[CH:20]=[CH:19][CH:18]=[C:17]([O:21][CH2:22][C:23]2[CH:28]=[CH:27][CH:26]=[CH:25][CH:24]=2)[CH:16]=1)[NH2:14])([C:4]1[CH:10]=[CH:9][C:7]([CH3:8])=[CH:6][CH:5]=1)(=[O:3])=[O:2].C(N(CC)C(C)C)(C)C.[C:52](O[C:52]([O:54][C:55]([CH3:58])([CH3:57])[CH3:56])=[O:53])([O:54][C:55]([CH3:58])([CH3:57])[CH3:56])=[O:53].